This data is from Full USPTO retrosynthesis dataset with 1.9M reactions from patents (1976-2016). The task is: Predict the reactants needed to synthesize the given product. (1) Given the product [ClH:1].[ClH:1].[Cl:1][C:2]1[CH:7]=[CH:6][C:5]([CH2:8][NH:9][CH:10]2[CH2:11][CH2:12][N:13]([CH2:16][CH2:17][N:18]3[C:27]4[C:22](=[N:23][CH:24]=[C:25]([O:28][CH3:29])[CH:26]=4)[CH:21]=[CH:20][C:19]3=[O:30])[CH2:14][CH2:15]2)=[CH:4][CH:3]=1, predict the reactants needed to synthesize it. The reactants are: [Cl:1][C:2]1[CH:7]=[CH:6][C:5]([CH2:8][NH:9][CH:10]2[CH2:15][CH2:14][N:13]([CH2:16][CH2:17][N:18]3[C:27]4[C:22](=[N:23][CH:24]=[C:25]([O:28][CH3:29])[CH:26]=4)[CH:21]=[CH:20][C:19]3=[O:30])[CH2:12][CH2:11]2)=[CH:4][CH:3]=1. (2) Given the product [Cl:8][C:5]1[C:4]2[NH:9][CH:10]=[CH:11][C:3]=2[C:2]([C:24]([OH:26])=[O:25])=[CH:7][N:6]=1, predict the reactants needed to synthesize it. The reactants are: Br[C:2]1[CH:7]=[N:6][C:5]([Cl:8])=[C:4]2[N:9]([Si](C(C)(C)C)(C)C)[CH:10]=[CH:11][C:3]=12.C([Li])(C)(C)C.[C:24](=[O:26])=[O:25]. (3) The reactants are: [NH2:1][CH2:2][CH2:3][N:4]1[C:8](=[O:9])/[C:7](=[CH:10]/[C:11]2[CH:12]=[C:13]3[C:17](=[CH:18][CH:19]=2)[N:16]([CH2:20][C:21]2[CH:26]=[CH:25][C:24]([Cl:27])=[CH:23][C:22]=2[C:28]([F:31])([F:30])[F:29])[N:15]=[CH:14]3)/[S:6][C:5]1=[O:32].[Cl:33][C:34]1[N:38]([CH3:39])[N:37]=[C:36]([CH3:40])[C:35]=1[S:41](Cl)(=[O:43])=[O:42]. Given the product [Cl:33][C:34]1[N:38]([CH3:39])[N:37]=[C:36]([CH3:40])[C:35]=1[S:41]([NH:1][CH2:2][CH2:3][N:4]1[C:8](=[O:9])/[C:7](=[CH:10]/[C:11]2[CH:12]=[C:13]3[C:17](=[CH:18][CH:19]=2)[N:16]([CH2:20][C:21]2[CH:26]=[CH:25][C:24]([Cl:27])=[CH:23][C:22]=2[C:28]([F:30])([F:29])[F:31])[N:15]=[CH:14]3)/[S:6][C:5]1=[O:32])(=[O:42])=[O:43], predict the reactants needed to synthesize it. (4) Given the product [CH:2]1([CH2:5][O:6][C:7]2[CH:12]=[C:11]([F:13])[C:10]([O:14][CH3:15])=[CH:9][C:8]=2[C:16]2[CH:21]=[CH:20][N:19]=[C:18]3[C:22]([C:26]([NH:28][C@H:29]4[C@H:33]([OH:34])[CH2:32][N:31]([C:39](=[O:38])[CH2:40][OH:41])[CH2:30]4)=[O:27])=[C:23]([CH3:25])[NH:24][C:17]=23)[CH2:4][CH2:3]1, predict the reactants needed to synthesize it. The reactants are: Cl.[CH:2]1([CH2:5][O:6][C:7]2[CH:12]=[C:11]([F:13])[C:10]([O:14][CH3:15])=[CH:9][C:8]=2[C:16]2[CH:21]=[CH:20][N:19]=[C:18]3[C:22]([C:26]([NH:28][C@H:29]4[C@H:33]([OH:34])[CH2:32][NH:31][CH2:30]4)=[O:27])=[C:23]([CH3:25])[NH:24][C:17]=23)[CH2:4][CH2:3]1.C([O:38][CH2:39][C:40](Cl)=[O:41])(=O)C. (5) The reactants are: B1([O-])OO1.[OH2:5].[OH2:6].O.O.[Na+].[NH2:10][C:11]1[C:15]([C:16]([O:18][CH2:19][CH3:20])=[O:17])=[C:14]([CH2:21][C:22]2[CH:27]=[CH:26][CH:25]=[CH:24][CH:23]=2)[N:13]([CH3:28])[N:12]=1.O. Given the product [CH2:21]([C:14]1[N:13]([CH3:28])[N:12]=[C:11]([N+:10]([O-:6])=[O:5])[C:15]=1[C:16]([O:18][CH2:19][CH3:20])=[O:17])[C:22]1[CH:27]=[CH:26][CH:25]=[CH:24][CH:23]=1, predict the reactants needed to synthesize it.